From a dataset of Reaction yield outcomes from USPTO patents with 853,638 reactions. Predict the reaction yield, written as a fraction of the theoretical maximum amount of product (1.0 means a 100% yield; for example, 0.34 means a 34% yield). (1) The reactants are [F:1][C:2]1[CH:7]=[CH:6][C:5]([N:8]2[C:12]([C:13]3[CH:14]=[CH:15][C:16]([O:20][CH3:21])=[C:17]([OH:19])[CH:18]=3)=[CH:11][CH:10]=[N:9]2)=[CH:4][CH:3]=1.[CH3:22]N(C)C=O.CI.C(OCC)(=O)C. The catalyst is O. The product is [CH3:22][O:19][C:17]1[CH:18]=[C:13]([C:12]2[N:8]([C:5]3[CH:4]=[CH:3][C:2]([F:1])=[CH:7][CH:6]=3)[N:9]=[CH:10][CH:11]=2)[CH:14]=[CH:15][C:16]=1[O:20][CH3:21]. The yield is 0.480. (2) The reactants are [I-].[Na+].C[Si](Cl)(C)C.C[O:9][C:10]1[C:15]([O:16][C:17]2[CH:22]=[CH:21][C:20]([O:23][C:24]([F:27])([F:26])[F:25])=[CH:19][CH:18]=2)=[CH:14][CH:13]=[CH:12][N:11]=1.C(=O)([O-])O.[Na+]. The catalyst is C(#N)C. The product is [F:27][C:24]([F:25])([F:26])[O:23][C:20]1[CH:21]=[CH:22][C:17]([O:16][C:15]2[C:10](=[O:9])[NH:11][CH:12]=[CH:13][CH:14]=2)=[CH:18][CH:19]=1. The yield is 0.590. (3) The reactants are [CH3:1][S:2][CH:3]([C:5]1[CH:6]=[CH:7][C:8]([C:11]([Cl:14])([Cl:13])[Cl:12])=[N:9][CH:10]=1)[CH3:4].[N:15]#[C:16][NH2:17].C(O)(=O)C.C(O)(=O)C.IC1C=CC=CC=1. The catalyst is C1COCC1. The product is [CH3:1][S:2]([CH:3]([C:5]1[CH:10]=[N:9][C:8]([C:11]([Cl:14])([Cl:13])[Cl:12])=[CH:7][CH:6]=1)[CH3:4])=[N:17][C:16]#[N:15]. The yield is 0.400. (4) The reactants are [Cl:1][C:2]1[CH:7]=[CH:6][N:5]=[CH:4][CH:3]=1.OS(O)(=O)=O.[CH3:13][NH:14][CH:15]=[O:16]. The yield is 0.0530. No catalyst specified. The product is [Cl:1][C:2]1[CH:7]=[CH:6][N:5]=[C:4]([C:15]([NH:14][CH3:13])=[O:16])[CH:3]=1. (5) The reactants are [Cl:1][C:2]1[CH:11]=[CH:10][C:9]2[CH2:8][NH:7][CH2:6][CH2:5][C:4]=2[N:3]=1.C(=O)(O)[O-].[Na+].[CH3:17][C:18]([O:21][C:22](O[C:22]([O:21][C:18]([CH3:20])([CH3:19])[CH3:17])=[O:23])=[O:23])([CH3:20])[CH3:19]. The catalyst is O1CCOCC1.O.C(OCC)(=O)C. The product is [Cl:1][C:2]1[CH:11]=[CH:10][C:9]2[CH2:8][N:7]([C:22]([O:21][C:18]([CH3:20])([CH3:19])[CH3:17])=[O:23])[CH2:6][CH2:5][C:4]=2[N:3]=1. The yield is 0.870.